From a dataset of Full USPTO retrosynthesis dataset with 1.9M reactions from patents (1976-2016). Predict the reactants needed to synthesize the given product. (1) Given the product [Cl:10][C:6]1[C:7]([CH:8]=[O:9])=[C:2]([NH:16][C:15]2[CH:17]=[CH:18][CH:19]=[CH:20][C:14]=2[Cl:13])[N:3]=[C:4]([S:11][CH3:12])[N:5]=1, predict the reactants needed to synthesize it. The reactants are: Cl[C:2]1[C:7]([CH:8]=[O:9])=[C:6]([Cl:10])[N:5]=[C:4]([S:11][CH3:12])[N:3]=1.[Cl:13][C:14]1[CH:20]=[CH:19][CH:18]=[CH:17][C:15]=1[NH2:16]. (2) The reactants are: CC(C)([O-])C.[K+].[CH3:7][C:8]1[S:9][C:10]([CH3:24])=[CH:11][C:12]=1[C:13](=O)[C:14]([C:16]1[CH:20]=[C:19]([CH3:21])[S:18][C:17]=1[CH3:22])=O.[CH:25]1[CH:30]=CC=[CH:27][CH:26]=1. Given the product [CH3:7][C:8]1[S:9][C:10]([CH3:24])=[CH:11][C:12]=1[C:13]1[CH:30]=[CH:25][CH2:26][CH2:27][C:14]=1[C:16]1[CH:20]=[C:19]([CH3:21])[S:18][C:17]=1[CH3:22], predict the reactants needed to synthesize it. (3) Given the product [Cl:35][C:19]1[CH:21]=[C:15]([N:12]2[CH2:13][CH2:14][N:9]([C:4]3[CH:3]=[C:2]([CH3:1])[CH:7]=[C:6]([CH3:8])[N:5]=3)[CH2:10][CH2:11]2)[CH:16]=[CH:17][C:18]=1[N+:22]([O-:24])=[O:23].[Cl:35][C:19]1[CH:21]=[C:15]([N:12]2[CH2:13][CH2:14][N:9]([C:4]3[CH:3]=[C:2]([CH3:1])[CH:7]=[C:6]([CH3:8])[N:5]=3)[CH2:10][CH2:11]2)[CH:16]=[CH:17][C:18]=1[N+:22]([O-:24])=[O:23], predict the reactants needed to synthesize it. The reactants are: [CH3:1][C:2]1[CH:7]=[C:6]([CH3:8])[N:5]=[C:4]([N:9]2[CH2:14][CH2:13][N:12]([C:15]3[CH:16]=[CH:17][C:18]([N+:22]([O-:24])=[O:23])=[C:19]([CH:21]=3)N)[CH2:11][CH2:10]2)[CH:3]=1.N([O-])=O.[Na+].C(=O)([O-])[O-].[Na+].[Na+].[ClH:35]. (4) Given the product [CH2:7]([O:14][C:15]1[C:16]([C:24]([F:25])([F:26])[F:27])=[CH:17][C:18]([N+:21]([O-:23])=[O:22])=[C:19]([CH2:35][C:36]#[N:37])[CH:20]=1)[C:8]1[CH:9]=[CH:10][CH:11]=[CH:12][CH:13]=1, predict the reactants needed to synthesize it. The reactants are: CC(C)([O-])C.[K+].[CH2:7]([O:14][C:15]1[CH:20]=[CH:19][C:18]([N+:21]([O-:23])=[O:22])=[CH:17][C:16]=1[C:24]([F:27])([F:26])[F:25])[C:8]1[CH:13]=[CH:12][CH:11]=[CH:10][CH:9]=1.ClC1C=CC([CH2:35][C:36]#[N:37])=CC=1.Cl. (5) Given the product [CH3:1][O:2][C:3](=[O:12])[CH2:4][N:5]([C:21]([O:23][C:24]([CH3:27])([CH3:26])[CH3:25])=[O:20])[CH2:6][CH:7]1[CH2:11][CH2:10][CH2:9][CH2:8]1, predict the reactants needed to synthesize it. The reactants are: [CH3:1][O:2][C:3](=[O:12])[CH2:4][NH:5][CH2:6][CH:7]1[CH2:11][CH2:10][CH2:9][CH2:8]1.CCN(CC)CC.[O:20](C(OC(C)(C)C)=O)[C:21]([O:23][C:24]([CH3:27])([CH3:26])[CH3:25])=O.